Dataset: Full USPTO retrosynthesis dataset with 1.9M reactions from patents (1976-2016). Task: Predict the reactants needed to synthesize the given product. (1) Given the product [CH:8]1[C:13]2=[N:14][S:15][N:16]=[C:12]2[C:11]([NH:17][C:18]2[NH:22][CH2:21][CH2:20][N:19]=2)=[C:10]([Cl:23])[CH:9]=1.[CH2:1]([O:3][CH2:4][C:5]([O-:7])=[O:6])[CH3:2], predict the reactants needed to synthesize it. The reactants are: [CH2:1]([O:3][CH2:4][C:5]([OH:7])=[O:6])[CH3:2].[CH:8]1[C:13]2=[N:14][S:15][N:16]=[C:12]2[C:11]([NH:17][C:18]2[NH:22][CH2:21][CH2:20][N:19]=2)=[C:10]([Cl:23])[CH:9]=1. (2) Given the product [CH3:24][CH:21]1[CH:6]2[CH2:7][CH2:8][C:9]3[CH:10]=[N:11][C:12]([C:15]4[CH:16]=[CH:17][CH:18]=[CH:19][CH:20]=4)=[N:13][C:14]=3[C:5]2([C:25]2[CH:26]=[CH:27][CH:28]=[CH:29][CH:30]=2)[CH2:4][C:3]2[CH:2]=[N:32][O:23][C:22]1=2, predict the reactants needed to synthesize it. The reactants are: O/[CH:2]=[C:3]1/[CH2:4][C:5]2([C:25]3[CH:30]=[CH:29][CH:28]=[CH:27][CH:26]=3)[C:14]3[N:13]=[C:12]([C:15]4[CH:20]=[CH:19][CH:18]=[CH:17][CH:16]=4)[N:11]=[CH:10][C:9]=3[CH2:8][CH2:7][CH:6]2[CH:21]([CH3:24])[C:22]/1=[O:23].Cl.[NH2:32]O. (3) Given the product [Br:1][C:2]1[CH:3]=[CH:4][C:5]([CH2:6][C:7]#[N:12])=[C:9]([CH:10]=1)[C:8]([OH:11])=[O:21], predict the reactants needed to synthesize it. The reactants are: [Br:1][C:2]1[CH:10]=[C:9]2[C:5]([CH2:6][C:7](=[N:12]O)[C:8]2=[O:11])=[CH:4][CH:3]=1.C1(C)C=CC(S(Cl)(=O)=[O:21])=CC=1. (4) Given the product [Cl:1][C:2]1[CH:17]=[CH:16][C:5]([O:6][CH2:7][C@@H:8]([F:15])[CH2:9][O:20][C:21]2[CH:22]=[C:23]([CH2:27][C@H:28]([O:33][CH:34]([CH3:36])[CH3:35])[C:29]([O:31][CH3:32])=[O:30])[CH:24]=[CH:25][CH:26]=2)=[C:4]([C:18]#[N:19])[CH:3]=1, predict the reactants needed to synthesize it. The reactants are: [Cl:1][C:2]1[CH:17]=[CH:16][C:5]([O:6][CH2:7][C@H:8]([F:15])[CH2:9]CS([O-])(=O)=O)=[C:4]([C:18]#[N:19])[CH:3]=1.[OH:20][C:21]1[CH:22]=[C:23]([CH2:27][C@H:28]([O:33][CH:34]([CH3:36])[CH3:35])[C:29]([O:31][CH3:32])=[O:30])[CH:24]=[CH:25][CH:26]=1.C(=O)([O-])[O-].[K+].[K+].C(OC)(C)(C)C.